From a dataset of Full USPTO retrosynthesis dataset with 1.9M reactions from patents (1976-2016). Predict the reactants needed to synthesize the given product. Given the product [O:1]1[C:5]2[CH:6]=[CH:7][CH:8]=[CH:9][C:4]=2[CH:3]=[C:2]1[C:10]1[CH:31]=[CH:30][C:13]([C:14]([NH:16][S:17]([C:20]2[CH:25]=[CH:24][CH:23]=[CH:22][C:21]=2[S:26](=[O:29])(=[O:28])[NH2:27])(=[O:19])=[O:18])=[O:15])=[CH:12][C:11]=1[C:37]#[C:36][C:34]([OH:38])([CH3:35])[CH3:33], predict the reactants needed to synthesize it. The reactants are: [O:1]1[C:5]2[CH:6]=[CH:7][CH:8]=[CH:9][C:4]=2[CH:3]=[C:2]1[C:10]1[CH:31]=[CH:30][C:13]([C:14]([NH:16][S:17]([C:20]2[CH:25]=[CH:24][CH:23]=[CH:22][C:21]=2[S:26](=[O:29])(=[O:28])[NH2:27])(=[O:19])=[O:18])=[O:15])=[CH:12][C:11]=1Br.[CH3:33][C:34]([OH:38])([C:36]#[CH:37])[CH3:35].